Dataset: Forward reaction prediction with 1.9M reactions from USPTO patents (1976-2016). Task: Predict the product of the given reaction. (1) The product is: [CH3:1][C:2]1[CH:10]=[CH:9][C:8]2[N:7]([CH2:27][CH2:26][C:22]3[CH:23]=[CH:24][CH:25]=[C:20]([C:19]([F:18])([F:28])[F:29])[CH:21]=3)[C:6]3[CH:11]4[CH2:12][CH2:13][N:14]([CH2:15][C:5]=3[C:4]=2[CH:3]=1)[CH2:16][CH2:17]4. Given the reactants [CH3:1][C:2]1[CH:10]=[CH:9][C:8]2[NH:7][C:6]3[CH:11]4[CH2:17][CH2:16][N:14]([CH2:15][C:5]=3[C:4]=2[CH:3]=1)[CH2:13][CH2:12]4.[F:18][C:19]([F:29])([F:28])[C:20]1[CH:25]=[CH:24][CH:23]=[C:22]([CH:26]=[CH2:27])[CH:21]=1, predict the reaction product. (2) Given the reactants C(OC(=O)[NH:7][C@H:8]([C@@H:28]1[CH2:32][CH:31]([CH:33]([CH3:35])[CH3:34])[C:30](=[O:36])[O:29]1)[CH2:9][C@H:10]([CH2:14][C:15]1[CH:20]=[CH:19][C:18]([CH3:21])=[C:17]([O:22][CH2:23][CH2:24][CH2:25][O:26][CH3:27])[CH:16]=1)[CH:11]([CH3:13])[CH3:12])(C)(C)C.[O:38]1[CH2:43][CH2:42][CH:41]([NH2:44])[CH2:40][CH2:39]1.CC(O)=O.CC#N.O, predict the reaction product. The product is: [O:38]1[CH2:43][CH2:42][CH:41]([NH:44][C:30](=[O:36])[C@H:31]([CH:33]([CH3:35])[CH3:34])[CH2:32][C@H:28]([OH:29])[C@@H:8]([NH2:7])[CH2:9][C@H:10]([CH2:14][C:15]2[CH:20]=[CH:19][C:18]([CH3:21])=[C:17]([O:22][CH2:23][CH2:24][CH2:25][O:26][CH3:27])[CH:16]=2)[CH:11]([CH3:13])[CH3:12])[CH2:40][CH2:39]1. (3) Given the reactants [CH2:1](Br)[C:2]#[CH:3].[OH-].[Na+].[CH3:7][O:8][CH2:9][CH2:10][C:11]1[N:12]([CH2:24][CH2:25][OH:26])[C:13]2[C:22]3[CH:21]=[CH:20][CH:19]=[CH:18][C:17]=3[N:16]=[CH:15][C:14]=2[N:23]=1.C(Cl)(Cl)Cl.CO, predict the reaction product. The product is: [CH3:7][O:8][CH2:9][CH2:10][C:11]1[N:12]([CH2:24][CH2:25][O:26][CH2:3][C:2]#[CH:1])[C:13]2[C:22]3[CH:21]=[CH:20][CH:19]=[CH:18][C:17]=3[N:16]=[CH:15][C:14]=2[N:23]=1.